Dataset: Full USPTO retrosynthesis dataset with 1.9M reactions from patents (1976-2016). Task: Predict the reactants needed to synthesize the given product. The reactants are: [C:1]([O:5][C:6]([N:8]1[CH2:13][CH2:12][C:11]([C:17]#[N:18])([C:14](O)=[O:15])[CH2:10][CH2:9]1)=[O:7])([CH3:4])([CH3:3])[CH3:2].C([N:21](CC)CC)C.ClC(OCC(C)C)=O.N. Given the product [C:1]([O:5][C:6]([N:8]1[CH2:13][CH2:12][C:11]([C:17]#[N:18])([C:14]([NH2:21])=[O:15])[CH2:10][CH2:9]1)=[O:7])([CH3:4])([CH3:3])[CH3:2], predict the reactants needed to synthesize it.